From a dataset of Forward reaction prediction with 1.9M reactions from USPTO patents (1976-2016). Predict the product of the given reaction. Given the reactants [CH3:1][C:2]1[CH:7]=[C:6]([CH3:8])[CH:5]=[CH:4][C:3]=1[C:9]1[C:18]2[C:13](=[CH:14][CH:15]=[CH:16][CH:17]=2)[C:12](=[O:19])[N:11]([CH3:20])[C:10]=1[CH:21]([OH:26])[C:22]([O:24][CH3:25])=[O:23].Cl(O)(=O)(=O)=O, predict the reaction product. The product is: [CH3:1][C:2]([O:26][CH:21]([C:10]1[N:11]([CH3:20])[C:12](=[O:19])[C:13]2[C:18]([C:9]=1[C:3]1[CH:4]=[CH:5][C:6]([CH3:8])=[CH:7][C:2]=1[CH3:1])=[CH:17][CH:16]=[CH:15][CH:14]=2)[C:22]([O:24][CH3:25])=[O:23])([CH3:7])[CH3:3].